This data is from NCI-60 drug combinations with 297,098 pairs across 59 cell lines. The task is: Regression. Given two drug SMILES strings and cell line genomic features, predict the synergy score measuring deviation from expected non-interaction effect. (1) Cell line: OVCAR-4. Drug 1: CC12CCC(CC1=CCC3C2CCC4(C3CC=C4C5=CN=CC=C5)C)O. Drug 2: C1=CC(=CC=C1CC(C(=O)O)N)N(CCCl)CCCl.Cl. Synergy scores: CSS=2.88, Synergy_ZIP=-2.35, Synergy_Bliss=-4.50, Synergy_Loewe=-11.5, Synergy_HSA=-7.99. (2) Drug 1: C1=CC(=CC=C1CC(C(=O)O)N)N(CCCl)CCCl.Cl. Drug 2: C1CCC(C(C1)N)N.C(=O)(C(=O)[O-])[O-].[Pt+4]. Cell line: EKVX. Synergy scores: CSS=4.06, Synergy_ZIP=-1.94, Synergy_Bliss=3.85, Synergy_Loewe=3.08, Synergy_HSA=3.13. (3) Drug 2: C(CN)CNCCSP(=O)(O)O. Drug 1: CC12CCC3C(C1CCC2O)C(CC4=C3C=CC(=C4)O)CCCCCCCCCS(=O)CCCC(C(F)(F)F)(F)F. Cell line: NCI/ADR-RES. Synergy scores: CSS=3.22, Synergy_ZIP=-0.993, Synergy_Bliss=-1.60, Synergy_Loewe=-0.518, Synergy_HSA=-0.908. (4) Drug 1: COC1=NC(=NC2=C1N=CN2C3C(C(C(O3)CO)O)O)N. Drug 2: CC(C)CN1C=NC2=C1C3=CC=CC=C3N=C2N. Cell line: NCI-H226. Synergy scores: CSS=-8.48, Synergy_ZIP=6.42, Synergy_Bliss=6.35, Synergy_Loewe=-7.05, Synergy_HSA=-3.61. (5) Drug 1: CC1=C(N=C(N=C1N)C(CC(=O)N)NCC(C(=O)N)N)C(=O)NC(C(C2=CN=CN2)OC3C(C(C(C(O3)CO)O)O)OC4C(C(C(C(O4)CO)O)OC(=O)N)O)C(=O)NC(C)C(C(C)C(=O)NC(C(C)O)C(=O)NCCC5=NC(=CS5)C6=NC(=CS6)C(=O)NCCC[S+](C)C)O. Drug 2: CCCCC(=O)OCC(=O)C1(CC(C2=C(C1)C(=C3C(=C2O)C(=O)C4=C(C3=O)C=CC=C4OC)O)OC5CC(C(C(O5)C)O)NC(=O)C(F)(F)F)O. Cell line: BT-549. Synergy scores: CSS=57.3, Synergy_ZIP=-2.01, Synergy_Bliss=-5.00, Synergy_Loewe=2.00, Synergy_HSA=2.12. (6) Drug 1: CN(CC1=CN=C2C(=N1)C(=NC(=N2)N)N)C3=CC=C(C=C3)C(=O)NC(CCC(=O)O)C(=O)O. Drug 2: C1C(C(OC1N2C=NC3=C2NC=NCC3O)CO)O. Cell line: MDA-MB-435. Synergy scores: CSS=36.8, Synergy_ZIP=1.93, Synergy_Bliss=-0.812, Synergy_Loewe=-29.0, Synergy_HSA=-0.177. (7) Drug 1: CCC(=C(C1=CC=CC=C1)C2=CC=C(C=C2)OCCN(C)C)C3=CC=CC=C3.C(C(=O)O)C(CC(=O)O)(C(=O)O)O. Drug 2: CC1=C(C=C(C=C1)NC(=O)C2=CC=C(C=C2)CN3CCN(CC3)C)NC4=NC=CC(=N4)C5=CN=CC=C5. Cell line: NCI-H226. Synergy scores: CSS=1.71, Synergy_ZIP=-1.19, Synergy_Bliss=-2.15, Synergy_Loewe=-4.28, Synergy_HSA=-2.18. (8) Drug 1: CC(CN1CC(=O)NC(=O)C1)N2CC(=O)NC(=O)C2. Drug 2: CC1CCC2CC(C(=CC=CC=CC(CC(C(=O)C(C(C(=CC(C(=O)CC(OC(=O)C3CCCCN3C(=O)C(=O)C1(O2)O)C(C)CC4CCC(C(C4)OC)OCCO)C)C)O)OC)C)C)C)OC. Cell line: SW-620. Synergy scores: CSS=28.1, Synergy_ZIP=-9.90, Synergy_Bliss=-6.33, Synergy_Loewe=-4.07, Synergy_HSA=-3.09. (9) Drug 1: C1=CC(=CC=C1C#N)C(C2=CC=C(C=C2)C#N)N3C=NC=N3. Drug 2: C(=O)(N)NO. Cell line: COLO 205. Synergy scores: CSS=5.72, Synergy_ZIP=4.34, Synergy_Bliss=-1.75, Synergy_Loewe=1.89, Synergy_HSA=-3.16. (10) Drug 1: C1=CC(=CC=C1C#N)C(C2=CC=C(C=C2)C#N)N3C=NC=N3. Drug 2: C1=CN(C(=O)N=C1N)C2C(C(C(O2)CO)O)O.Cl. Cell line: HS 578T. Synergy scores: CSS=28.4, Synergy_ZIP=1.84, Synergy_Bliss=1.04, Synergy_Loewe=-7.16, Synergy_HSA=1.69.